From a dataset of Ames mutagenicity test results for genotoxicity prediction. Regression/Classification. Given a drug SMILES string, predict its toxicity properties. Task type varies by dataset: regression for continuous values (e.g., LD50, hERG inhibition percentage) or binary classification for toxic/non-toxic outcomes (e.g., AMES mutagenicity, cardiotoxicity, hepatotoxicity). Dataset: ames. (1) The result is 1 (mutagenic). The compound is Nc1ccc(Cc2ccc(N)cc2)cc1. (2) The molecule is N#CCCO. The result is 0 (non-mutagenic). (3) The molecule is NC1CCC(N)CC1. The result is 0 (non-mutagenic).